Dataset: Reaction yield outcomes from USPTO patents with 853,638 reactions. Task: Predict the reaction yield, written as a fraction of the theoretical maximum amount of product (1.0 means a 100% yield; for example, 0.34 means a 34% yield). The product is [NH2:35][C:13]1[CH:14]=[C:15]([C:2]2[CH:12]=[CH:11][CH:10]=[C:4]([C:5]([O:7][CH2:8][CH3:9])=[O:6])[CH:3]=2)[CH:16]=[CH:17][CH:18]=1. The catalyst is C([O-])(=O)C.[Pd+2].C([O-])(=O)C. The reactants are I[C:2]1[CH:3]=[C:4]([CH:10]=[CH:11][CH:12]=1)[C:5]([O:7][CH2:8][CH3:9])=[O:6].[C:13]1(B(O)O)[CH:18]=[CH:17][CH:16]=[CH:15][CH:14]=1.C(=O)([O-])[O-].[Na+].[Na+].C(OCC)(=O)C.C[N:35](C=O)C. The yield is 0.550.